Dataset: Reaction yield outcomes from USPTO patents with 853,638 reactions. Task: Predict the reaction yield, written as a fraction of the theoretical maximum amount of product (1.0 means a 100% yield; for example, 0.34 means a 34% yield). (1) The reactants are [C:1]([O:5][C:6]([N:8]1[CH2:23][CH2:22][CH2:21][C:9]21[C:12](=[O:13])[N:11]([C@@H:14]([C@H:18]([OH:20])[CH3:19])[C:15](O)=[O:16])[CH2:10]2)=[O:7])([CH3:4])([CH3:3])[CH3:2].CCN(C(C)C)C(C)C.CCN=C=NCCCN(C)C.Cl.C1C=CC2N(O)N=NC=2C=1.[N:55]1[CH:60]=[CH:59][CH:58]=[N:57][C:56]=1[CH2:61][NH2:62]. The catalyst is C(Cl)Cl. The product is [OH:20][C@H:18]([CH3:19])[C@H:14]([N:11]1[CH2:10][C:9]2([CH2:21][CH2:22][CH2:23][N:8]2[C:6]([O:5][C:1]([CH3:2])([CH3:4])[CH3:3])=[O:7])[C:12]1=[O:13])[C:15](=[O:16])[NH:62][CH2:61][C:56]1[N:57]=[CH:58][CH:59]=[CH:60][N:55]=1. The yield is 0.630. (2) The reactants are [C:1]([O:5][C:6]([NH:8][C@@H:9]([C@H:13]([OH:22])[C:14]1[CH:19]=[CH:18][C:17]([O:20][CH3:21])=[CH:16][CH:15]=1)[C:10]([O-:12])=[O:11])=[O:7])([CH3:4])([CH3:3])[CH3:2].O[Li].O.CCOC(C)=O.O. The catalyst is CO.C1COCC1. The product is [C:1]([O:5][C:6]([NH:8][C@@H:9]([C@H:13]([OH:22])[C:14]1[CH:19]=[CH:18][C:17]([O:20][CH3:21])=[CH:16][CH:15]=1)[C:10]([OH:12])=[O:11])=[O:7])([CH3:4])([CH3:3])[CH3:2]. The yield is 0.650. (3) The reactants are [OH:1][C:2]1[CH:7]=[C:6]([CH3:8])O[C:4](=[O:9])[CH:3]=1.[NH2:10][C:11]1[C:16]([CH2:17][NH2:18])=[CH:15][N:14]=[C:13]([CH3:19])[N:12]=1. The catalyst is O. The product is [NH2:10][C:11]1[C:16]([CH2:17][N:18]2[C:6]([CH3:8])=[CH:7][C:2]([OH:1])=[CH:3][C:4]2=[O:9])=[CH:15][N:14]=[C:13]([CH3:19])[N:12]=1. The yield is 0.510. (4) The reactants are C(O[C:6]([NH:8][C:9]1[N:10]=[C:11]([C:15]([O:17][CH3:18])=[O:16])[N:12]([CH3:14])[CH:13]=1)=[O:7])(C)(C)C.Cl.[C:20]([O:24][C:25]([NH:27][C:28]1[CH:29]=[C:30](C(O)=O)[N:31]([CH3:33])[CH:32]=1)=[O:26])([CH3:23])([CH3:22])[CH3:21].C(Cl)CCl.CCN(C(C)C)C(C)C. The catalyst is C(O)C.C1(C)C=CC=CC=1.CC(N(C)C)=O. The product is [C:20]([O:24][C:25]([NH:27][C:28]1[CH:29]=[C:30]([C:6]([NH:8][C:9]2[N:10]=[C:11]([C:15]([O:17][CH3:18])=[O:16])[N:12]([CH3:14])[CH:13]=2)=[O:7])[N:31]([CH3:33])[CH:32]=1)=[O:26])([CH3:23])([CH3:22])[CH3:21]. The yield is 0.730. (5) The reactants are [Cl:1][C:2]1[C:3]([CH:8]([CH3:14])[C:9](OCC)=[O:10])=[N:4][CH:5]=[CH:6][CH:7]=1.[H-].[Al+3].[Li+].[H-].[H-].[H-]. The catalyst is O1CCCC1. The product is [Cl:1][C:2]1[C:3]([CH:8]([CH3:14])[CH2:9][OH:10])=[N:4][CH:5]=[CH:6][CH:7]=1. The yield is 0.840. (6) The reactants are [C:1]([O:4][C@H:5]1[CH2:9][C@H:8]([N:10]2[CH:18]=[N:17][C:16]3[C:11]2=[N:12][CH:13]=[N:14][C:15]=3[NH:19][C@@H:20]2[C:28]3[C:23](=[CH:24][CH:25]=[CH:26][CH:27]=3)[CH2:22][CH2:21]2)[O:7][C@@H:6]1[CH2:29][O:30][Si](C(C)(C)C)(C)C)(=[O:3])[CH3:2]. The catalyst is N1C=CC=CC=1.O1CCCC1.F.N1C=CC=CC=1. The product is [C:1]([O:4][C@H:5]1[CH2:9][C@H:8]([N:10]2[CH:18]=[N:17][C:16]3[C:11]2=[N:12][CH:13]=[N:14][C:15]=3[NH:19][C@@H:20]2[C:28]3[C:23](=[CH:24][CH:25]=[CH:26][CH:27]=3)[CH2:22][CH2:21]2)[O:7][C@@H:6]1[CH2:29][OH:30])(=[O:3])[CH3:2]. The yield is 0.910. (7) The reactants are [N+:1]([C:4]1[CH:5]=[C:6]([CH2:10][CH2:11]OS(C)(=O)=O)[CH:7]=[CH:8][CH:9]=1)([O-:3])=[O:2].[NH:17]1[CH2:22][CH2:21][CH2:20][CH2:19][CH2:18]1. The catalyst is C1COCC1. The product is [N+:1]([C:4]1[CH:5]=[C:6]([CH2:10][CH2:11][N:17]2[CH2:22][CH2:21][CH2:20][CH2:19][CH2:18]2)[CH:7]=[CH:8][CH:9]=1)([O-:3])=[O:2]. The yield is 0.440.